This data is from Reaction yield outcomes from USPTO patents with 853,638 reactions. The task is: Predict the reaction yield, written as a fraction of the theoretical maximum amount of product (1.0 means a 100% yield; for example, 0.34 means a 34% yield). (1) The reactants are CS(C)=O.[N+:5](/[CH:8]=[CH:9]/[C:10]1[CH:22]=[CH:21][C:13]([O:14][C:15]2[CH:16]=[N:17][CH:18]=[CH:19][CH:20]=2)=[CH:12][CH:11]=1)([O-:7])=[O:6].C(O)(=O)C.[BH4-].[Na+]. The catalyst is O. The product is [N+:5]([CH2:8][CH2:9][C:10]1[CH:22]=[CH:21][C:13]([O:14][C:15]2[CH:16]=[N:17][CH:18]=[CH:19][CH:20]=2)=[CH:12][CH:11]=1)([O-:7])=[O:6]. The yield is 0.406. (2) The reactants are Cl.Cl.[CH3:3][NH:4][CH2:5][C:6]1[CH:11]=[CH:10][CH:9]=[CH:8][N:7]=1.[CH3:12][O:13][C:14]([CH2:16][C@@H:17]([CH2:37][CH:38]([CH3:40])[CH3:39])[C:18]([NH:20][CH:21]([C:25]1[CH:30]=[CH:29][C:28]([C:31]2[CH:36]=[CH:35][CH:34]=[CH:33][CH:32]=2)=[CH:27][CH:26]=1)[C:22]([OH:24])=O)=[O:19])=[O:15].C(Cl)CCl.C1C=CC2N(O)N=NC=2C=1.CN1CCOCC1. The catalyst is ClCCl. The product is [CH3:39][CH:38]([CH3:40])[CH2:37][C@@H:17]([C:18](=[O:19])[NH:20][CH:21]([C:22](=[O:24])[N:4]([CH3:3])[CH2:5][C:6]1[CH:11]=[CH:10][CH:9]=[CH:8][N:7]=1)[C:25]1[CH:30]=[CH:29][C:28]([C:31]2[CH:36]=[CH:35][CH:34]=[CH:33][CH:32]=2)=[CH:27][CH:26]=1)[CH2:16][C:14]([O:13][CH3:12])=[O:15]. The yield is 0.800.